From a dataset of Catalyst prediction with 721,799 reactions and 888 catalyst types from USPTO. Predict which catalyst facilitates the given reaction. (1) Product: [CH:38]([O:37][C:35](=[O:36])[NH:19][CH:13]1[C:12]2[C:18](=[C:9]([C:6]3[CH:7]=[CH:8][C:3]([Cl:2])=[CH:4][CH:5]=3)[N:10]([C:20]3[CH:25]=[CH:24][CH:23]=[CH:22][C:21]=3[Cl:26])[N:11]=2)[O:17][CH2:16][CH2:15][CH2:14]1)([CH3:40])[CH3:39]. Reactant: Cl.[Cl:2][C:3]1[CH:8]=[CH:7][C:6]([C:9]2[N:10]([C:20]3[CH:25]=[CH:24][CH:23]=[CH:22][C:21]=3[Cl:26])[N:11]=[C:12]3[C:18]=2[O:17][CH2:16][CH2:15][CH2:14][CH:13]3[NH2:19])=[CH:5][CH:4]=1.C(N(CC)CC)C.Cl[C:35]([O:37][CH:38]([CH3:40])[CH3:39])=[O:36]. The catalyst class is: 4. (2) Reactant: [CH2:1]([C:3]1[C:8]([C:9]2[CH:14]=[CH:13][C:12]([NH:15]C(=O)OC(C)(C)C)=[CH:11][CH:10]=2)=[CH:7][C:6]([C:23]2[O:24][C:25](=[O:29])[N:26]([CH3:28])[N:27]=2)=[CH:5][N:4]=1)[CH3:2].CC1(C)C(C)(C)OB(C2C=CC(NC(=O)OC(C)(C)C)=CC=2)O1.BrC1C=CC(N)=CC=1. Product: [NH2:15][C:12]1[CH:13]=[CH:14][C:9]([C:8]2[CH:7]=[C:6]([C:23]3[O:24][C:25](=[O:29])[N:26]([CH3:28])[N:27]=3)[CH:5]=[N:4][C:3]=2[CH2:1][CH3:2])=[CH:10][CH:11]=1. The catalyst class is: 184. (3) Reactant: [Br:1][C:2]1[CH:3]=[C:4]2[C:8](=[CH:9][CH:10]=1)[NH:7][CH:6]=[C:5]2[C:11]#[N:12].C(=O)([O-])[O-].[Cs+].[Cs+].[CH2:19]([O:21][C:22](=[O:30])[C:23]1[CH:28]=[CH:27][C:26](F)=[CH:25][CH:24]=1)[CH3:20].O. Product: [CH2:19]([O:21][C:22](=[O:30])[C:23]1[CH:28]=[CH:27][C:26]([N:7]2[C:8]3[C:4](=[CH:3][C:2]([Br:1])=[CH:10][CH:9]=3)[C:5]([C:11]#[N:12])=[CH:6]2)=[CH:25][CH:24]=1)[CH3:20]. The catalyst class is: 9. (4) Reactant: [CH2:1]([N:8]1[C:16]2[C:11](=[CH:12][C:13](Br)=[CH:14][CH:15]=2)[CH:10]=[CH:9]1)[C:2]1[CH:7]=[CH:6][CH:5]=[CH:4][CH:3]=1.[C:18]([C:22]1[CH:27]=[CH:26][C:25](B(O)O)=[CH:24][CH:23]=1)([CH3:21])([CH3:20])[CH3:19].ClCCl.C(=O)([O-])[O-].[K+].[K+]. Product: [CH2:1]([N:8]1[C:16]2[C:11](=[CH:12][C:13]([C:25]3[CH:26]=[CH:27][C:22]([C:18]([CH3:21])([CH3:20])[CH3:19])=[CH:23][CH:24]=3)=[CH:14][CH:15]=2)[CH:10]=[CH:9]1)[C:2]1[CH:7]=[CH:6][CH:5]=[CH:4][CH:3]=1. The catalyst class is: 117. (5) Product: [NH2:7][C:8]1[N:13]=[CH:12][N:11]=[C:10]2[N:14]([C@H:39]3[CH2:44][CH2:43][C@@H:42]([N:1]4[CH2:6][CH2:5][O:4][CH2:3][CH2:2]4)[CH2:41][CH2:40]3)[N:15]=[C:16]([C:17]3[CH:22]=[CH:21][C:20]([NH:23][C:24](=[O:36])[C:25]4[CH:30]=[CH:29][C:28]([C:31]([F:33])([F:34])[F:32])=[CH:27][C:26]=4[F:35])=[C:19]([O:37][CH3:38])[CH:18]=3)[C:9]=12.[NH2:7][C:8]1[N:13]=[CH:12][N:11]=[C:10]2[N:14]([C@H:39]3[CH2:44][CH2:43][C@H:42]([N:1]4[CH2:6][CH2:5][O:4][CH2:3][CH2:2]4)[CH2:41][CH2:40]3)[N:15]=[C:16]([C:17]3[CH:22]=[CH:21][C:20]([NH:23][C:24](=[O:36])[C:25]4[CH:30]=[CH:29][C:28]([C:31]([F:33])([F:34])[F:32])=[CH:27][C:26]=4[F:35])=[C:19]([O:37][CH3:38])[CH:18]=3)[C:9]=12. The catalyst class is: 701. Reactant: [NH:1]1[CH2:6][CH2:5][O:4][CH2:3][CH2:2]1.[NH2:7][C:8]1[N:13]=[CH:12][N:11]=[C:10]2[N:14]([CH:39]3[CH2:44][CH2:43][C:42](=O)[CH2:41][CH2:40]3)[N:15]=[C:16]([C:17]3[CH:22]=[CH:21][C:20]([NH:23][C:24](=[O:36])[C:25]4[CH:30]=[CH:29][C:28]([C:31]([F:34])([F:33])[F:32])=[CH:27][C:26]=4[F:35])=[C:19]([O:37][CH3:38])[CH:18]=3)[C:9]=12.C(O)(=O)C.C(O[BH-](OC(=O)C)OC(=O)C)(=O)C.[Na+].C(=O)(O)[O-].[Na+].